This data is from Catalyst prediction with 721,799 reactions and 888 catalyst types from USPTO. The task is: Predict which catalyst facilitates the given reaction. (1) Reactant: C(O[C:4]([C:6]1[CH:20]=[CH:19][C:9]2[N:10]=[C:11]([NH:13][C:14]([NH:16][CH2:17][CH3:18])=[O:15])[S:12][C:8]=2[CH:7]=1)=[O:5])C.[C:21](#[N:23])[CH3:22].[Li+].C[Si]([N-][Si](C)(C)C)(C)C.C1COCC1. Product: [C:21]([CH2:22][C:4]([C:6]1[CH:20]=[CH:19][C:9]2[N:10]=[C:11]([NH:13][C:14]([NH:16][CH2:17][CH3:18])=[O:15])[S:12][C:8]=2[CH:7]=1)=[O:5])#[N:23]. The catalyst class is: 3. (2) Reactant: [Br:1][C:2]1[CH:11]=[CH:10][C:5]([C:6](OC)=[O:7])=[C:4]([CH2:12]Br)[CH:3]=1.C(N(CC)CC)C.[NH2:21][CH:22]1[CH2:27][CH2:26][CH:25]([C:28]([O:30][C:31]([CH3:34])([CH3:33])[CH3:32])=[O:29])[CH2:24][CH2:23]1. Product: [Br:1][C:2]1[CH:3]=[C:4]2[C:5](=[CH:10][CH:11]=1)[C:6](=[O:7])[N:21]([CH:22]1[CH2:23][CH2:24][CH:25]([C:28]([O:30][C:31]([CH3:34])([CH3:33])[CH3:32])=[O:29])[CH2:26][CH2:27]1)[CH2:12]2. The catalyst class is: 1.